This data is from Catalyst prediction with 721,799 reactions and 888 catalyst types from USPTO. The task is: Predict which catalyst facilitates the given reaction. (1) Reactant: [C:1]1([S:7]([O:10][C:11]2[CH:22]=[CH:21][C:14]3[S:15][CH:16]=[C:17]([C:18](O)=[O:19])[C:13]=3[CH:12]=2)(=[O:9])=[O:8])[CH:6]=[CH:5][CH:4]=[CH:3][CH:2]=1.CN(C)C=O.S(Cl)([Cl:30])=O. Product: [C:1]1([S:7]([O:10][C:11]2[CH:22]=[CH:21][C:14]3[S:15][CH:16]=[C:17]([C:18]([Cl:30])=[O:19])[C:13]=3[CH:12]=2)(=[O:9])=[O:8])[CH:6]=[CH:5][CH:4]=[CH:3][CH:2]=1. The catalyst class is: 11. (2) Reactant: [OH:1][C@@H:2]1[CH2:7][CH2:6][CH2:5][CH2:4][C@H:3]1[N:8]1[CH2:12][CH2:11][C@@H:10]([NH:13][C:14](=[O:20])[O:15][C:16]([CH3:19])([CH3:18])[CH3:17])[CH2:9]1.[H-].[Na+].[CH2:23](Br)[C:24]1[CH:29]=[CH:28][CH:27]=[CH:26][CH:25]=1.O. Product: [C:16]([O:15][C:14](=[O:20])[NH:13][C@@H:10]1[CH2:11][CH2:12][N:8]([C@@H:3]2[CH2:4][CH2:5][CH2:6][CH2:7][C@H:2]2[O:1][CH2:23][C:24]2[CH:29]=[CH:28][CH:27]=[CH:26][CH:25]=2)[CH2:9]1)([CH3:17])([CH3:19])[CH3:18]. The catalyst class is: 31.